Dataset: Full USPTO retrosynthesis dataset with 1.9M reactions from patents (1976-2016). Task: Predict the reactants needed to synthesize the given product. (1) Given the product [C:21]([N:7]1[C:6]2[CH:9]=[CH:10][CH:11]=[C:12]([N+:13]([O-:15])=[O:14])[C:5]=2[C:4](=[O:16])[NH:3][CH:2]([CH3:1])[CH2:8]1)(=[O:32])[CH3:22], predict the reactants needed to synthesize it. The reactants are: [CH3:1][CH:2]1[CH2:8][NH:7][C:6]2[CH:9]=[CH:10][CH:11]=[C:12]([N+:13]([O-:15])=[O:14])[C:5]=2[C:4](=[O:16])[NH:3]1.CC1NC2C=CC=C([N+]([O-])=O)[C:22]=2[C:21](=[O:32])NC1.C(N(C(C)C)CC)(C)C.FC(F)(F)C(OC(=O)C(F)(F)F)=O.[NH4+].[Cl-]. (2) Given the product [C:2]1([S:29]([CH:17]([NH2:18])[C:12]2[O:13][C:14]([C:15]([OH:16])=[O:38])=[C:9]([O:8][CH2:1][C:2]3[CH:3]=[CH:4][CH:5]=[CH:6][CH:7]=3)[C:10](=[O:28])[CH:11]=2)(=[O:33])=[O:31])[CH:7]=[CH:6][CH:5]=[CH:4][CH:3]=1, predict the reactants needed to synthesize it. The reactants are: [CH2:1]([O:8][C:9]1[C:10](=[O:28])[CH:11]=[C:12]([CH2:17][NH:18]S(C2C=CC=CC=2)(=O)=O)[O:13][C:14]=1[CH:15]=[O:16])[C:2]1[CH:7]=[CH:6][CH:5]=[CH:4][CH:3]=1.[S:29](=[O:33])(=O)([OH:31])N.Cl([O-])=O.[Na+].[OH2:38]. (3) Given the product [NH:20]([C:2]1[S:6][C:5]([C:7]2[CH:8]=[CH:9][C:10]([O:15][CH:16]([CH3:18])[CH3:17])=[C:11]([CH:14]=2)[C:12]#[N:13])=[N:4][N:3]=1)[NH2:21], predict the reactants needed to synthesize it. The reactants are: Br[C:2]1[S:6][C:5]([C:7]2[CH:8]=[CH:9][C:10]([O:15][CH:16]([CH3:18])[CH3:17])=[C:11]([CH:14]=2)[C:12]#[N:13])=[N:4][N:3]=1.O.[NH2:20][NH2:21]. (4) Given the product [C:22]([O:21][C:19]([N:17]1[CH2:18][CH:13]([C:4]2[CH:5]=[CH:6][C:7]([O:8][C:9]([F:11])([F:10])[F:12])=[C:2]([F:1])[CH:3]=2)[CH2:14][CH:15]([C:26]([OH:28])=[O:27])[CH2:16]1)=[O:20])([CH3:25])([CH3:23])[CH3:24], predict the reactants needed to synthesize it. The reactants are: [F:1][C:2]1[CH:3]=[C:4]([CH:13]2[CH2:18][N:17]([C:19]([O:21][C:22]([CH3:25])([CH3:24])[CH3:23])=[O:20])[CH2:16][CH:15]([C:26]([O:28]C)=[O:27])[CH2:14]2)[CH:5]=[CH:6][C:7]=1[O:8][C:9]([F:12])([F:11])[F:10].CC(C)([O-])C.[K+]. (5) Given the product [Br:1][C:2]1[CH:9]=[C:8]([CH3:10])[C:5]([C:6]([NH2:7])=[O:12])=[C:4]([CH3:14])[CH:3]=1, predict the reactants needed to synthesize it. The reactants are: [Br:1][C:2]1[CH:9]=[C:8]([CH3:10])[C:5]([C:6]#[N:7])=[C:4](Cl)[CH:3]=1.[OH-:12].[Na+].[CH3:14]O. (6) Given the product [C:1]([C:5]1[N:10]=[CH:9][C:8]([C:11]2[N:12]([C:32]([N:34]3[CH2:35][CH2:36][CH:37]([CH2:40][C:41]([N:48]([CH3:47])[C@@H:49]([C:51]4[CH:56]=[CH:55][CH:54]=[CH:53][CH:52]=4)[CH3:50])=[O:43])[CH2:38][CH2:39]3)=[O:33])[C@@:13]([C:25]3[CH:30]=[CH:29][C:28]([Cl:31])=[CH:27][CH:26]=3)([CH3:24])[C@@:14]([C:17]3[CH:22]=[CH:21][C:20]([Cl:23])=[CH:19][CH:18]=3)([CH3:16])[N:15]=2)=[C:7]([O:44][CH2:45][CH3:46])[CH:6]=1)([CH3:2])([CH3:4])[CH3:3], predict the reactants needed to synthesize it. The reactants are: [C:1]([C:5]1[N:10]=[CH:9][C:8]([C:11]2[N:12]([C:32]([N:34]3[CH2:39][CH2:38][CH:37]([CH2:40][C:41]([OH:43])=O)[CH2:36][CH2:35]3)=[O:33])[C@@:13]([C:25]3[CH:30]=[CH:29][C:28]([Cl:31])=[CH:27][CH:26]=3)([CH3:24])[C@@:14]([C:17]3[CH:22]=[CH:21][C:20]([Cl:23])=[CH:19][CH:18]=3)([CH3:16])[N:15]=2)=[C:7]([O:44][CH2:45][CH3:46])[CH:6]=1)([CH3:4])([CH3:3])[CH3:2].[CH3:47][NH:48][C@@H:49]([C:51]1[CH:56]=[CH:55][CH:54]=[CH:53][CH:52]=1)[CH3:50]. (7) Given the product [CH3:1][O:2][C:3]1[C:4]([O:24][CH3:25])=[CH:5][C:6]2[N:12]([CH3:13])[C:11](=[O:34])[CH2:10][N:9]=[C:8]([C:14]3[CH:15]=[C:16]([CH:20]=[CH:21][CH:22]=3)[C:17]([NH:29][CH:26]([CH3:28])[CH3:27])=[O:19])[C:7]=2[CH:23]=1, predict the reactants needed to synthesize it. The reactants are: [CH3:1][O:2][C:3]1[C:4]([O:24][CH3:25])=[CH:5][C:6]2[N:12]([CH3:13])[CH2:11][CH2:10][N:9]=[C:8]([C:14]3[CH:15]=[C:16]([CH:20]=[CH:21][CH:22]=3)[C:17]([OH:19])=O)[C:7]=2[CH:23]=1.[CH:26]([NH2:29])([CH3:28])[CH3:27].CN1CC[O:34]CC1.F[P-](F)(F)(F)(F)F.N1(O[P+](N(C)C)(N(C)C)N(C)C)C2C=CC=CC=2N=N1.